From a dataset of Reaction yield outcomes from USPTO patents with 853,638 reactions. Predict the reaction yield, written as a fraction of the theoretical maximum amount of product (1.0 means a 100% yield; for example, 0.34 means a 34% yield). (1) The reactants are [C:1]1([C:7]2[C:15]3[C:14](=[O:16])[NH:13][CH:12]=[N:11][C:10]=3[O:9][CH:8]=2)[CH:6]=[CH:5][CH:4]=[CH:3][CH:2]=1.C(=O)([O-])[O-].[Cs+].[Cs+].[F:23][C:24]([F:28])([F:27])[CH2:25]I. The catalyst is CN(C=O)C.O. The product is [C:1]1([C:7]2[C:15]3[C:14](=[O:16])[N:13]([CH2:25][C:24]([F:28])([F:27])[F:23])[CH:12]=[N:11][C:10]=3[O:9][CH:8]=2)[CH:2]=[CH:3][CH:4]=[CH:5][CH:6]=1. The yield is 0.260. (2) The reactants are [C:1]([OH:11])(=[O:10])[C@@H:2]([C:4]1[CH:9]=[CH:8][CH:7]=[CH:6][CH:5]=1)[OH:3].CCCCC.[CH3:17][C:18]([CH:21]=O)([CH3:20])[CH3:19].C([O-])(O)=O.[Na+]. The catalyst is FC(F)(F)S(O)(=O)=O. The product is [C:18]([C@H:21]1[O:10][C:1](=[O:11])[C@@H:2]([C:4]2[CH:9]=[CH:8][CH:7]=[CH:6][CH:5]=2)[O:3]1)([CH3:20])([CH3:19])[CH3:17]. The yield is 0.880. (3) The reactants are [CH3:1][O:2][C:3]([CH3:20])([CH3:19])[CH2:4][C@H:5]1[CH2:9][O:8]C(C)(C)[N:6]1[C:12]([O:14][C:15]([CH3:18])([CH3:17])[CH3:16])=[O:13].CC1C=CC(S(O)(=O)=O)=CC=1. The catalyst is CO. The product is [OH:8][CH2:9][C@@H:5]([NH:6][C:12](=[O:13])[O:14][C:15]([CH3:18])([CH3:17])[CH3:16])[CH2:4][C:3]([O:2][CH3:1])([CH3:20])[CH3:19]. The yield is 0.780. (4) The reactants are Br[C:2]1[C:6]2[C:7](=[O:23])[N:8]([CH2:11][CH2:12][C:13]3[CH:22]=[CH:21][C:20]4[C:15](=[CH:16][CH:17]=[CH:18][CH:19]=4)[N:14]=3)[CH:9]=[CH:10][C:5]=2[S:4][CH:3]=1.[CH3:24][O:25][C:26]1[CH:27]=[N:28][CH:29]=[CH:30][C:31]=1B(O)O.C([O-])([O-])=O.[Na+].[Na+].Cl. The catalyst is C(O)C.C1(C)C=CC=CC=1.CC(=O)OCC.C(Cl)Cl.CO. The product is [CH3:24][O:25][C:26]1[CH:27]=[N:28][CH:29]=[CH:30][C:31]=1[C:2]1[C:6]2[C:7](=[O:23])[N:8]([CH2:11][CH2:12][C:13]3[CH:22]=[CH:21][C:20]4[C:15](=[CH:16][CH:17]=[CH:18][CH:19]=4)[N:14]=3)[CH:9]=[CH:10][C:5]=2[S:4][CH:3]=1. The yield is 0.298. (5) The reactants are [CH3:1][Si:2]([CH3:21])([CH3:20])[CH2:3][CH2:4][O:5][C:6](=[O:19])[NH:7][C:8]1[CH:13]=[C:12]([N+:14]([O-])=O)[C:11]([Br:17])=[C:10]([CH3:18])[CH:9]=1.[NH4+].[Cl-]. The catalyst is CCO.O.[Fe]. The product is [CH3:20][Si:2]([CH3:1])([CH3:21])[CH2:3][CH2:4][O:5][C:6](=[O:19])[NH:7][C:8]1[CH:9]=[C:10]([CH3:18])[C:11]([Br:17])=[C:12]([NH2:14])[CH:13]=1. The yield is 0.860. (6) The reactants are CC(C)([O-])C.[K+].[CH3:7][O:8][C:9]1[CH:22]=[CH:21][C:12]([CH2:13][NH:14][C:15]2[CH:20]=[CH:19][CH:18]=[CH:17][CH:16]=2)=[CH:11][CH:10]=1.Br[C:24]1[C:25]2[N:26]([CH:31]=[CH:32][N:33]=2)[N:27]=[C:28]([Cl:30])[CH:29]=1. The catalyst is C1COCC1. The product is [Cl:30][C:28]1[CH:29]=[C:24]([N:14]([CH2:13][C:12]2[CH:21]=[CH:22][C:9]([O:8][CH3:7])=[CH:10][CH:11]=2)[C:15]2[CH:20]=[CH:19][CH:18]=[CH:17][CH:16]=2)[C:25]2[N:26]([CH:31]=[CH:32][N:33]=2)[N:27]=1. The yield is 0.480. (7) The reactants are Cl[C:2]1[CH:7]=[C:6]([CH3:8])[N:5]=[C:4]([C:9]#[N:10])[CH:3]=1.[OH:11][C:12]1[CH:13]=[N:14][CH:15]=[N:16][CH:17]=1.C([O-])([O-])=O.[K+].[K+]. The catalyst is CN(C=O)C. The product is [CH3:8][C:6]1[N:5]=[C:4]([C:9]#[N:10])[CH:3]=[C:2]([O:11][C:12]2[CH:13]=[N:14][CH:15]=[N:16][CH:17]=2)[CH:7]=1. The yield is 0.770. (8) The reactants are [Br:1][C:2]1[C:3](F)=[C:4]2[C:10]([NH:11][C:12](=[O:20])[C:13]3[CH:18]=[CH:17][C:16]([Cl:19])=[CH:15][N:14]=3)=[CH:9][NH:8][C:5]2=[N:6][CH:7]=1.[NH:22]1[CH2:27][CH2:26][CH2:25][C@@H:24]([NH:28]C(=O)OC(C)(C)C)[CH2:23]1.CCN(C(C)C)C(C)C.C(O)(C(F)(F)F)=O. The catalyst is CCCCO.C(Cl)Cl. The product is [ClH:19].[NH2:28][C@@H:24]1[CH2:25][CH2:26][CH2:27][N:22]([C:3]2[C:2]([Br:1])=[CH:7][N:6]=[C:5]3[NH:8][CH:9]=[C:10]([NH:11][C:12](=[O:20])[C:13]4[CH:18]=[CH:17][C:16]([Cl:19])=[CH:15][N:14]=4)[C:4]=23)[CH2:23]1. The yield is 0.140. (9) The reactants are C(OC(=O)N[C@@H]1CCCC[C@@H]1N[C:15]1[N:16]=[CH:17][C:18]2[S:23][CH:22]=[C:21]([C:24](=[O:37])[NH:25][C:26]3[C:34]4[C:29](=[CH:30][C:31]([F:35])=[CH:32][CH:33]=4)[N:28]([CH3:36])[N:27]=3)[C:19]=2[N:20]=1)(C)(C)C.[C:39]([OH:45])([C:41]([F:44])([F:43])[F:42])=[O:40]. The catalyst is ClCCl. The product is [F:42][C:41]([F:44])([F:43])[C:39]([OH:45])=[O:40].[F:35][C:31]1[CH:30]=[C:29]2[C:34]([C:26]([NH:25][C:24]([C:21]3[C:19]4[N:20]=[CH:15][N:16]=[CH:17][C:18]=4[S:23][CH:22]=3)=[O:37])=[N:27][N:28]2[CH3:36])=[CH:33][CH:32]=1. The yield is 0.155.